Dataset: Catalyst prediction with 721,799 reactions and 888 catalyst types from USPTO. Task: Predict which catalyst facilitates the given reaction. Reactant: [Cl:1][C:2]1[CH:3]=[CH:4][C:5](I)=[C:6]([CH:28]=1)[C:7]([N:9]1[CH2:14][CH2:13][CH2:12][C@@H:11]([CH3:15])[C@H:10]1[CH2:16][N:17]1[C:25](=[O:26])[C:24]2[C:19](=[CH:20][CH:21]=[CH:22][CH:23]=2)[C:18]1=[O:27])=[O:8].C([Sn](CCCC)(CCCC)[C:35]1[N:40]=[CH:39][CH:38]=[CH:37][N:36]=1)CCC.[F-].[Cs+]. Product: [Cl:1][C:2]1[CH:3]=[CH:4][C:5]([C:35]2[N:40]=[CH:39][CH:38]=[CH:37][N:36]=2)=[C:6]([CH:28]=1)[C:7]([N:9]1[CH2:14][CH2:13][CH2:12][C@@H:11]([CH3:15])[C@H:10]1[CH2:16][N:17]1[C:25](=[O:26])[C:24]2[C:19](=[CH:20][CH:21]=[CH:22][CH:23]=2)[C:18]1=[O:27])=[O:8]. The catalyst class is: 555.